From a dataset of Full USPTO retrosynthesis dataset with 1.9M reactions from patents (1976-2016). Predict the reactants needed to synthesize the given product. (1) Given the product [CH3:26][O:25][C:22]1[CH:23]=[CH:24][C:19]([C:2]2[CH:7]=[CH:6][CH:5]=[CH:4][C:3]=2[N+:8]([O-:10])=[O:9])=[CH:20][CH:21]=1, predict the reactants needed to synthesize it. The reactants are: Br[C:2]1[CH:7]=[CH:6][CH:5]=[CH:4][C:3]=1[N+:8]([O-:10])=[O:9].CC1(C)C(C)(C)OB([C:19]2[CH:24]=[CH:23][C:22]([O:25][CH3:26])=[CH:21][CH:20]=2)O1.C(=O)([O-])[O-].[K+].[K+]. (2) Given the product [Cl:40][C:22]1[C:23]([NH:25][C:26]2[CH:31]=[CH:30][C:29]([N:32]3[CH2:33][CH2:34][O:35][CH2:36][CH2:37]3)=[CH:28][C:27]=2[O:38][CH3:39])=[N:24][C:19]([NH:16][C:13]2[CH:14]=[CH:15][C:8]3[CH2:7][CH2:6][CH:5]([NH:4][CH2:3][CH:2]([F:17])[F:1])[CH2:11][CH2:10][C:9]=3[CH:12]=2)=[N:20][CH:21]=1, predict the reactants needed to synthesize it. The reactants are: [F:1][CH:2]([F:17])[CH2:3][NH:4][CH:5]1[CH2:11][CH2:10][C:9]2[CH:12]=[C:13]([NH2:16])[CH:14]=[CH:15][C:8]=2[CH2:7][CH2:6]1.Cl[C:19]1[N:24]=[C:23]([NH:25][C:26]2[CH:31]=[CH:30][C:29]([N:32]3[CH2:37][CH2:36][O:35][CH2:34][CH2:33]3)=[CH:28][C:27]=2[O:38][CH3:39])[C:22]([Cl:40])=[CH:21][N:20]=1. (3) Given the product [C:1]([O:5][C:6]([N:8]1[CH2:13][CH2:12][CH2:11][CH2:10][CH:9]1[CH2:14][NH:15][C:17]1[S:18][C:19]2[CH:25]=[CH:24][CH:23]=[CH:22][C:20]=2[N:21]=1)=[O:7])([CH3:4])([CH3:3])[CH3:2], predict the reactants needed to synthesize it. The reactants are: [C:1]([O:5][C:6]([N:8]1[CH2:13][CH2:12][CH2:11][CH2:10][CH:9]1[CH2:14][NH2:15])=[O:7])([CH3:4])([CH3:3])[CH3:2].Cl[C:17]1[S:18][C:19]2[CH:25]=[CH:24][CH:23]=[CH:22][C:20]=2[N:21]=1. (4) Given the product [CH3:1][O:2][C:3]1[CH:4]=[C:5]2[C:10](=[CH:11][C:12]=1[O:13][CH3:14])[N:9]=[CH:8][CH:7]=[C:6]2[O:15][C:16]1[CH:22]=[CH:21][C:19]([NH:20][C:30]([NH:40][CH2:38][CH:37]([N:36]([CH2:34][CH3:35])[CH2:41][CH3:42])[CH3:23])=[S:31])=[CH:18][CH:17]=1, predict the reactants needed to synthesize it. The reactants are: [CH3:1][O:2][C:3]1[CH:4]=[C:5]2[C:10](=[CH:11][C:12]=1[O:13][CH3:14])[N:9]=[CH:8][CH:7]=[C:6]2[O:15][C:16]1[CH:22]=[CH:21][C:19]([NH2:20])=[CH:18][CH:17]=1.[CH2:23](N(CC)CC)C.[C:30](Cl)(Cl)=[S:31].[CH2:34]([N:36]([CH2:41][CH3:42])[CH2:37][CH:38]([NH2:40])C)[CH3:35]. (5) Given the product [CH:28]([NH:27][C:26]([C:23]([NH:22][C:18]1[CH:17]=[C:16]([CH:11]2[C:10]([CH3:33])([CH3:32])[CH2:9][C:8]3[C:13](=[CH:14][CH:15]=[C:6]([C:4]([OH:5])=[O:3])[CH:7]=3)[NH:12]2)[CH:21]=[CH:20][CH:19]=1)([CH3:25])[CH3:24])=[O:31])([CH3:30])[CH3:29], predict the reactants needed to synthesize it. The reactants are: C([O:3][C:4]([C:6]1[CH:7]=[C:8]2[C:13](=[CH:14][CH:15]=1)[NH:12][CH:11]([C:16]1[CH:21]=[CH:20][CH:19]=[C:18]([NH:22][C:23]([C:26](=[O:31])[NH:27][CH:28]([CH3:30])[CH3:29])([CH3:25])[CH3:24])[CH:17]=1)[C:10]([CH3:33])([CH3:32])[CH2:9]2)=[O:5])C.Cl. (6) The reactants are: [CH2:1]([O:8][C:9]1[CH:17]=[CH:16][C:12]([C:13]([OH:15])=O)=[CH:11][C:10]=1[O:18][CH3:19])[C:2]1[CH:7]=[CH:6][CH:5]=[CH:4][CH:3]=1.CN(C=O)C.S(Cl)(Cl)=O.[N+:29]([C:32]1[CH:38]=[CH:37][CH:36]=[CH:35][C:33]=1[NH2:34])([O-:31])=[O:30]. Given the product [N+:29]([C:32]1[CH:38]=[CH:37][CH:36]=[CH:35][C:33]=1[NH:34][C:13](=[O:15])[C:12]1[CH:16]=[CH:17][C:9]([O:8][CH2:1][C:2]2[CH:3]=[CH:4][CH:5]=[CH:6][CH:7]=2)=[C:10]([O:18][CH3:19])[CH:11]=1)([O-:31])=[O:30], predict the reactants needed to synthesize it. (7) The reactants are: C(OC([C:7]1([CH2:14][C:15]2[CH:20]=[CH:19][C:18]([Br:21])=[CH:17][CH:16]=2)[C:12](=[O:13])[CH:11]=[CH:10][S:9][CH2:8]1)=O)C=C. Given the product [Br:21][C:18]1[CH:17]=[CH:16][C:15]([CH2:14][CH:7]2[C:12](=[O:13])[CH:11]=[CH:10][S:9][CH2:8]2)=[CH:20][CH:19]=1, predict the reactants needed to synthesize it. (8) Given the product [NH2:29][C@@H:18]1[CH2:19][C@@H:20]2[C@:25]([CH3:26])([CH2:24][CH2:23][CH2:22][C:21]2([CH3:27])[CH3:28])[C@@H:16]([C:14]([C:9]2[CH:8]=[C:7]([OH:6])[CH:12]=[C:11]([CH3:13])[CH:10]=2)=[O:15])[C@@H:17]1[CH3:30], predict the reactants needed to synthesize it. The reactants are: B(Br)(Br)Br.C[O:6][C:7]1[CH:8]=[C:9]([C:14]([C@@H:16]2[C@:25]3([CH3:26])[C@H:20]([C:21]([CH3:28])([CH3:27])[CH2:22][CH2:23][CH2:24]3)[CH2:19][C@@H:18]([NH2:29])[C@H:17]2[CH3:30])=[O:15])[CH:10]=[C:11]([CH3:13])[CH:12]=1.